This data is from Full USPTO retrosynthesis dataset with 1.9M reactions from patents (1976-2016). The task is: Predict the reactants needed to synthesize the given product. (1) Given the product [F:16][C:17]([F:24])([F:23])[C:18]([CH:3]1[C:4](=[O:7])[CH2:5][CH2:6][O:1][CH2:2]1)=[O:19], predict the reactants needed to synthesize it. The reactants are: [O:1]1[CH2:6][CH2:5][C:4](=[O:7])[CH2:3][CH2:2]1.C([N-]C(C)C)(C)C.[Li+].[F:16][C:17]([F:24])([F:23])[C:18](OCC)=[O:19]. (2) Given the product [CH3:15][C:10]1[CH:9]=[C:8]([NH:7][C:5]([C:4]2[CH:16]=[CH:17][C:18]3[O:19][C:20]([C:22]4[C:23]([CH3:36])=[CH:24][C:25]([O:26][CH2:27][C:28](=[O:29])[N:30]([CH3:31])[CH3:32])=[CH:33][C:34]=4[CH3:35])=[N:1][C:2]=3[CH:3]=2)=[O:6])[CH:13]=[CH:12][C:11]=1[CH3:14], predict the reactants needed to synthesize it. The reactants are: [NH2:1][C:2]1[CH:3]=[C:4]([CH:16]=[CH:17][C:18]=1[OH:19])[C:5]([NH:7][C:8]1[CH:13]=[CH:12][C:11]([CH3:14])=[C:10]([CH3:15])[CH:9]=1)=[O:6].[CH:20]([C:22]1[C:34]([CH3:35])=[CH:33][C:25]([O:26][CH2:27][C:28]([N:30]([CH3:32])[CH3:31])=[O:29])=[CH:24][C:23]=1[CH3:36])=O.